Task: Predict the product of the given reaction.. Dataset: Forward reaction prediction with 1.9M reactions from USPTO patents (1976-2016) (1) Given the reactants [Br:1][C:2]1[CH:3]=[C:4]([NH:23][CH2:24][C:25]2[CH:30]=[CH:29]C=[CH:27][N:26]=2)[CH:5]=[C:6]2[C:11]=1[N:10]=[CH:9][C:8]([C:12]#[N:13])=[C:7]2[NH:14][C:15]1[CH:20]=[CH:19][C:18]([F:21])=[C:17]([Cl:22])[CH:16]=1.[CH3:31][N:32]1C(C)=C(C=O)N=C1.[BH3-]C#N.[Na+], predict the reaction product. The product is: [Br:1][C:2]1[CH:3]=[C:4]([NH:23][CH2:24][C:25]2[N:26]=[CH:27][N:32]([CH3:31])[C:30]=2[CH3:29])[CH:5]=[C:6]2[C:11]=1[N:10]=[CH:9][C:8]([C:12]#[N:13])=[C:7]2[NH:14][C:15]1[CH:20]=[CH:19][C:18]([F:21])=[C:17]([Cl:22])[CH:16]=1. (2) Given the reactants [Cl:1][C:2]1[CH:3]=[C:4]([CH:15]=[CH:16][CH:17]=1)[CH2:5][O:6][C:7]1[CH:12]=[CH:11][C:10]([F:13])=[CH:9][C:8]=1[OH:14].[H-].[Na+].[C:20]([O:24][C:25]([N:27]1[CH2:31][CH2:30][CH:29](OC2C=CC(Cl)=CC=2C=O)C1)=[O:26])([CH3:23])([CH3:22])[CH3:21].CCOC(C)=O, predict the reaction product. The product is: [C:20]([O:24][C:25]([N:27]1[CH2:31][CH:30]([O:14][C:8]2[CH:9]=[C:10]([F:13])[CH:11]=[CH:12][C:7]=2[O:6][CH2:5][C:4]2[CH:15]=[CH:16][CH:17]=[C:2]([Cl:1])[CH:3]=2)[CH2:29]1)=[O:26])([CH3:21])([CH3:22])[CH3:23]. (3) Given the reactants Cl[S:2]([N:5]=[C:6]=[O:7])(=[O:4])=[O:3].[CH3:8][C:9]([OH:12])([CH3:11])[CH3:10].C(OC(NC(NS(Cl)(=O)=O)=O)=O)(C)(C)C.[Br:28][C:29]1[C:30]([NH:40][CH2:41][C:42]([O:44][CH3:45])=[O:43])=[CH:31][S:32][C:33]=1[C:34]1[CH:39]=[CH:38][CH:37]=[CH:36][CH:35]=1.CCN(C(C)C)C(C)C, predict the reaction product. The product is: [Br:28][C:29]1[C:30]([N:40]([S:2](=[O:4])(=[O:3])[NH:5][C:6]([O:12][C:9]([CH3:11])([CH3:10])[CH3:8])=[O:7])[CH2:41][C:42]([O:44][CH3:45])=[O:43])=[CH:31][S:32][C:33]=1[C:34]1[CH:39]=[CH:38][CH:37]=[CH:36][CH:35]=1. (4) Given the reactants [C:1]([O:5][C:6]([NH:8][C:9]1[CH:14]=[CH:13][N:12]=[C:11]([C:15]([OH:17])=O)[CH:10]=1)=[O:7])([CH3:4])([CH3:3])[CH3:2].[NH:18]1[CH2:23][CH2:22][O:21][CH2:20][CH2:19]1.C1C=CC2N(O)N=NC=2C=1.CCN=C=NCCCN(C)C.Cl.CCN(C(C)C)C(C)C, predict the reaction product. The product is: [C:1]([O:5][C:6](=[O:7])[NH:8][C:9]1[CH:14]=[CH:13][N:12]=[C:11]([C:15]([N:18]2[CH2:23][CH2:22][O:21][CH2:20][CH2:19]2)=[O:17])[CH:10]=1)([CH3:2])([CH3:3])[CH3:4]. (5) Given the reactants Br[C:2]1[CH:7]=[CH:6][C:5]([C:8]2[CH:13]=[CH:12][C:11]([C:14]([N:16]3[CH2:21][CH2:20][N:19]([C:22]([O:24][C:25]([CH3:28])([CH3:27])[CH3:26])=[O:23])[CH2:18][CH2:17]3)=[O:15])=[CH:10][CH:9]=2)=[CH:4][CH:3]=1.[NH:29]1[CH:33]=[C:32](B(O)O)[CH:31]=[N:30]1.[O-]P([O-])([O-])=O.[K+].[K+].[K+].CN(C=O)C, predict the reaction product. The product is: [NH:29]1[CH:33]=[C:32]([C:2]2[CH:3]=[CH:4][C:5]([C:8]3[CH:13]=[CH:12][C:11]([C:14]([N:16]4[CH2:17][CH2:18][N:19]([C:22]([O:24][C:25]([CH3:28])([CH3:26])[CH3:27])=[O:23])[CH2:20][CH2:21]4)=[O:15])=[CH:10][CH:9]=3)=[CH:6][CH:7]=2)[CH:31]=[N:30]1.